From a dataset of Reaction yield outcomes from USPTO patents with 853,638 reactions. Predict the reaction yield, written as a fraction of the theoretical maximum amount of product (1.0 means a 100% yield; for example, 0.34 means a 34% yield). (1) The yield is 0.340. The product is [ClH:42].[CH2:3]([O:10][C:11]1[CH:16]=[CH:15][N:14]([C:17]2[CH:25]=[C:24]3[C:20]([C:21]4[CH2:39][CH2:38][N:37]([CH3:40])[CH2:36][C:22]=4[NH:23]3)=[CH:19][CH:18]=2)[C:13](=[O:41])[CH:12]=1)[C:4]1[CH:5]=[CH:6][CH:7]=[CH:8][CH:9]=1. The catalyst is C(Cl)Cl.CO. The reactants are [OH-].[Na+].[CH2:3]([O:10][C:11]1[CH:16]=[CH:15][N:14]([C:17]2[CH:25]=[C:24]3[C:20]([C:21]4[CH2:39][CH2:38][N:37]([CH3:40])[CH2:36][C:22]=4[N:23]3S(C3C=CC(C)=CC=3)(=O)=O)=[CH:19][CH:18]=2)[C:13](=[O:41])[CH:12]=1)[C:4]1[CH:9]=[CH:8][CH:7]=[CH:6][CH:5]=1.[ClH:42].CCOCC. (2) The yield is 0.930. No catalyst specified. The reactants are F[C:2]1[CH:7]=[CH:6][C:5]([NH:8][C:9](=[O:34])[NH:10][C:11]2[CH:16]=[CH:15][C:14]([C:17]3[CH:25]=[C:24]4[C:20]([CH2:21][N:22]([C@@H:27]([CH:31]([CH3:33])[CH3:32])[C:28]([OH:30])=[O:29])[C:23]4=[O:26])=[CH:19][CH:18]=3)=[CH:13][CH:12]=2)=[CH:4][CH:3]=1.C1(NC(=O)NC2C=CC(C3C=C4C(CN([C@@H](C(C)C)C(OC)=O)C4=O)=CC=3)=CC=2)CCCCC1. The product is [CH:5]1([NH:8][C:9](=[O:34])[NH:10][C:11]2[CH:16]=[CH:15][C:14]([C:17]3[CH:25]=[C:24]4[C:20]([CH2:21][N:22]([C@@H:27]([CH:31]([CH3:32])[CH3:33])[C:28]([OH:30])=[O:29])[C:23]4=[O:26])=[CH:19][CH:18]=3)=[CH:13][CH:12]=2)[CH2:6][CH2:7][CH2:2][CH2:3][CH2:4]1. (3) The reactants are [CH3:1][C:2]([CH3:7])=[CH:3][C:4](Cl)=[O:5].[C:8]1([C:14]#[C:15][C:16]2[CH:34]=[CH:33][C:19]([C:20]([NH:22][C:23]3[CH:28]=[CH:27][CH:26]=[CH:25][C:24]=3[S:29](=[O:32])(=[O:31])[NH2:30])=[O:21])=[CH:18][CH:17]=2)[CH:13]=[CH:12][CH:11]=[CH:10][CH:9]=1. The catalyst is CN(C)C1C=CN=CC=1.O1CCCC1. The product is [CH3:1][C:2]([CH3:7])=[CH:3][C:4]([NH:30][S:29]([C:24]1[CH:25]=[CH:26][CH:27]=[CH:28][C:23]=1[NH:22][C:20](=[O:21])[C:19]1[CH:33]=[CH:34][C:16]([C:15]#[C:14][C:8]2[CH:13]=[CH:12][CH:11]=[CH:10][CH:9]=2)=[CH:17][CH:18]=1)(=[O:31])=[O:32])=[O:5]. The yield is 0.500. (4) The reactants are C([O:8][C@@H:9]1[C@@H:47]([O:48]CC2C=CC=CC=2)[C@H:46]([O:56][C@H:57]2[O:86][C@H:85]([CH3:87])[C@@H:76]([O:77]CC3C=CC=CC=3)[C@H:67]([O:68]CC3C=CC=CC=3)[C@H:58]2[O:59]CC2C=CC=CC=2)[C@@H:45]([CH2:88][O:89]CC2C=CC=CC=2)[O:44][C@@H:10]1[O:11][C@H:12]1[C@@H:16]([O:17]CC2C=CC=CC=2)[CH2:15][N:14](C(OCC2C=CC=CC=2)=O)[C@@H:13]1[CH2:35][O:36]CC1C=CC=CC=1)C1C=CC=CC=1. The catalyst is CO.Cl.[OH-].[Pd+2].[OH-].[C]. The product is [C@H:57]1([O:56][C@@H:46]2[C@@H:45]([CH2:88][OH:89])[O:44][C@H:10]([O:11][C@H:12]3[C@@H:16]([OH:17])[CH2:15][NH:14][C@@H:13]3[CH2:35][OH:36])[C@H:9]([OH:8])[C@H:47]2[OH:48])[O:86][C@H:85]([CH3:87])[C@@H:76]([OH:77])[C@H:67]([OH:68])[C@H:58]1[OH:59]. The yield is 0.680. (5) The reactants are [CH:1]1([N:6]2[CH2:11][CH2:10][N:9]([C:12]([C:14]3[CH:15]=[C:16]4[C:20](=[CH:21][CH:22]=3)[NH:19][C:18]([C:23]([OH:25])=O)=[CH:17]4)=[O:13])[CH2:8][CH2:7]2)[CH2:5][CH2:4][CH2:3][CH2:2]1.C1(N2CCN(C(C3C=C4C(=CC=3)NC(C(N3CCS(=O)(=O)CC3)=O)=C4)=O)CC2)CCCC1.F[B-](F)(F)F.N1(OC(N(C)C)=[N+](C)C)C2C=CC=CC=2N=N1.[F:80][C:81]1[CH:87]=[CH:86][C:84]([NH2:85])=[CH:83][CH:82]=1.C(N(CC)C(C)C)(C)C. The catalyst is CN(C)C=O. The product is [F:80][C:81]1[CH:87]=[CH:86][C:84]([NH:85][C:23]([C:18]2[NH:19][C:20]3[C:16]([CH:17]=2)=[CH:15][C:14]([C:12]([N:9]2[CH2:10][CH2:11][N:6]([CH:1]4[CH2:5][CH2:4][CH2:3][CH2:2]4)[CH2:7][CH2:8]2)=[O:13])=[CH:22][CH:21]=3)=[O:25])=[CH:83][CH:82]=1. The yield is 0.430. (6) The reactants are [Cl:1][C:2]1[CH:3]=[CH:4][C:5]([CH2:8][O:9][C:10]2[CH:15]=[CH:14][N:13]([C:16]3[CH:17]=[N:18][C:19]([N:22]4[CH2:27][CH2:26][CH:25]([N:28](C(OC(C)(C)C)=O)[CH3:29])[CH2:24][CH2:23]4)=[CH:20][CH:21]=3)[C:12](=[O:37])[CH:11]=2)=[N:6][CH:7]=1. The catalyst is Cl.CO. The product is [Cl:1][C:2]1[CH:3]=[CH:4][C:5]([CH2:8][O:9][C:10]2[CH:15]=[CH:14][N:13]([C:16]3[CH:17]=[N:18][C:19]([N:22]4[CH2:23][CH2:24][CH:25]([NH:28][CH3:29])[CH2:26][CH2:27]4)=[CH:20][CH:21]=3)[C:12](=[O:37])[CH:11]=2)=[N:6][CH:7]=1. The yield is 0.710. (7) The reactants are CC(C)([O-])C.[Na+].[F:7][C:8]([F:17])([F:16])[C:9]1[CH:14]=[CH:13][C:12]([OH:15])=[CH:11][CH:10]=1.[CH3:18][O:19][C:20](=[O:36])[C:21]1[CH:26]=[C:25]([S:27](=[O:33])(=[O:32])[NH:28][CH2:29][CH2:30]Br)[CH:24]=[C:23]([CH3:34])[C:22]=1[CH3:35]. The catalyst is CN(C)C=O.C(OCC)(=O)C. The product is [CH3:18][O:19][C:20](=[O:36])[C:21]1[CH:26]=[C:25]([S:27](=[O:32])(=[O:33])[NH:28][CH2:29][CH2:30][O:15][C:12]2[CH:11]=[CH:10][C:9]([C:8]([F:16])([F:17])[F:7])=[CH:14][CH:13]=2)[CH:24]=[C:23]([CH3:34])[C:22]=1[CH3:35]. The yield is 0.140.